Dataset: Catalyst prediction with 721,799 reactions and 888 catalyst types from USPTO. Task: Predict which catalyst facilitates the given reaction. (1) Reactant: CS([O:5][CH2:6][C:7]1[CH:8]=[C:9]([CH:17]=[CH:18][CH:19]=1)[O:10][CH2:11][C:12]([O:14][CH2:15][CH3:16])=[O:13])(=O)=O.[F:20][C:21]1[CH:26]=[CH:25][C:24]([O:27][CH3:28])=[CH:23][C:22]=1[C:29]1[CH:30]=[CH:31][C:32](O)=[N:33][C:34]=1[CH2:35][C:36]([CH3:39])([CH3:38])[CH3:37].C(=O)([O-])[O-].[K+].[K+].O. Product: [F:20][C:21]1[CH:26]=[CH:25][C:24]([O:27][CH3:28])=[CH:23][C:22]=1[C:29]1[CH:30]=[CH:31][C:32]([O:5][CH2:6][C:7]2[CH:8]=[C:9]([CH:17]=[CH:18][CH:19]=2)[O:10][CH2:11][C:12]([O:14][CH2:15][CH3:16])=[O:13])=[N:33][C:34]=1[CH2:35][C:36]([CH3:39])([CH3:38])[CH3:37]. The catalyst class is: 3. (2) Reactant: C([O:8][C:9]1[CH:23]=[CH:22][C:12]([CH2:13][CH:14]2[O:18][C:17]([CH3:20])([CH3:19])[O:16][C:15]2=[O:21])=[CH:11][CH:10]=1)C1C=CC=CC=1. Product: [OH:8][C:9]1[CH:23]=[CH:22][C:12]([CH2:13][CH:14]2[O:18][C:17]([CH3:20])([CH3:19])[O:16][C:15]2=[O:21])=[CH:11][CH:10]=1. The catalyst class is: 99.